From a dataset of Full USPTO retrosynthesis dataset with 1.9M reactions from patents (1976-2016). Predict the reactants needed to synthesize the given product. (1) Given the product [CH3:12][O:13][C:14]1[N:15]=[C:16]2[C:25](=[CH:26][CH:27]=1)[N:24]=[CH:23][C:22]1[O:21][CH2:20][CH:19]([C@H:28]3[CH2:33][CH2:32][C@H:31]([N:34]4[C:1](=[O:11])[C:2]5[C:3](=[CH:7][CH:8]=[CH:9][CH:10]=5)[C:4]4=[O:6])[CH2:30][CH2:29]3)[NH:18][C:17]2=1, predict the reactants needed to synthesize it. The reactants are: [C:1]1(=[O:11])[O:6][C:4](=O)[C:3]2=[CH:7][CH:8]=[CH:9][CH:10]=[C:2]12.[CH3:12][O:13][C:14]1[N:15]=[C:16]2[C:25](=[CH:26][CH:27]=1)[N:24]=[CH:23][C:22]1[O:21][CH2:20][CH:19]([C@H:28]3[CH2:33][CH2:32][C@H:31]([NH2:34])[CH2:30][CH2:29]3)[NH:18][C:17]2=1. (2) Given the product [NH:1]1[CH2:6][CH2:5][CH2:4][CH:3]([CH2:7][C:8]([OH:10])=[O:9])[CH2:2]1, predict the reactants needed to synthesize it. The reactants are: [N:1]1[CH:6]=[CH:5][CH:4]=[C:3]([CH2:7][C:8]([OH:10])=[O:9])[CH:2]=1.